From a dataset of Catalyst prediction with 721,799 reactions and 888 catalyst types from USPTO. Predict which catalyst facilitates the given reaction. (1) Reactant: [C:1]([O:5][C:6]([N:8]1[CH2:12][CH2:11][CH2:10][C@H:9]1[CH2:13][NH:14][C:15]1[CH:20]=[CH:19][C:18]([C:21]2[CH:26]=[CH:25][CH:24]=[CH:23][CH:22]=2)=[CH:17][C:16]=1[O:27][C:28]1[CH:33]=[CH:32][C:31]([C:34]([O:36]C)=[O:35])=[CH:30][CH:29]=1)=[O:7])([CH3:4])([CH3:3])[CH3:2].[OH-].[Na+]. The catalyst class is: 5. Product: [C:1]([O:5][C:6]([N:8]1[CH2:12][CH2:11][CH2:10][C@H:9]1[CH2:13][NH:14][C:15]1[CH:20]=[CH:19][C:18]([C:21]2[CH:26]=[CH:25][CH:24]=[CH:23][CH:22]=2)=[CH:17][C:16]=1[O:27][C:28]1[CH:33]=[CH:32][C:31]([C:34]([OH:36])=[O:35])=[CH:30][CH:29]=1)=[O:7])([CH3:4])([CH3:2])[CH3:3]. (2) Reactant: Cl.[Cl:2][C:3]1[CH:16]=[CH:15][C:14]2[S:13][C:12]3[C:7](=[CH:8][CH:9]=[CH:10][CH:11]=3)[N:6]([CH2:17][CH2:18][NH2:19])[C:5]=2[CH:4]=1.CCN(CC)CC.[F:27][C:28]([F:40])([F:39])[C:29]1[CH:34]=[CH:33][C:32]([S:35](Cl)(=[O:37])=[O:36])=[CH:31][CH:30]=1. Product: [F:40][C:28]([F:27])([F:39])[C:29]1[CH:30]=[CH:31][C:32]([S:35]([NH:19][CH2:18][CH2:17][N:6]2[C:5]3[CH:4]=[C:3]([Cl:2])[CH:16]=[CH:15][C:14]=3[S:13][C:12]3[C:7]2=[CH:8][CH:9]=[CH:10][CH:11]=3)(=[O:37])=[O:36])=[CH:33][CH:34]=1. The catalyst class is: 3.